From a dataset of CYP1A2 inhibition data for predicting drug metabolism from PubChem BioAssay. Regression/Classification. Given a drug SMILES string, predict its absorption, distribution, metabolism, or excretion properties. Task type varies by dataset: regression for continuous measurements (e.g., permeability, clearance, half-life) or binary classification for categorical outcomes (e.g., BBB penetration, CYP inhibition). Dataset: cyp1a2_veith. (1) The molecule is O=C(c1cccc(F)c1)N1CCC2(CCCN(Cc3nccs3)C2)CC1. The result is 0 (non-inhibitor). (2) The drug is COc1cc(CNCc2ccccn2)ccc1OCc1ccc(Cl)cc1Cl.Cl. The result is 1 (inhibitor). (3) The compound is COc1ncc2nc(-c3ccc(Cl)cc3)c(=O)n(C[C@H]3CCCO3)c2n1. The result is 1 (inhibitor). (4) The drug is Cc1ccccc1-c1nc(N2CCN(C)CC2)c2ccccc2n1. The result is 1 (inhibitor).